This data is from Forward reaction prediction with 1.9M reactions from USPTO patents (1976-2016). The task is: Predict the product of the given reaction. Given the reactants Br[C:2]1[CH:9]=[CH:8][C:7]([C:10]([F:13])([F:12])[F:11])=[CH:6][C:3]=1[CH:4]=[O:5].[B:14]1([B:14]2[O:18][C:17]([CH3:20])([CH3:19])[C:16]([CH3:22])([CH3:21])[O:15]2)[O:18][C:17]([CH3:20])([CH3:19])[C:16]([CH3:22])([CH3:21])[O:15]1, predict the reaction product. The product is: [CH3:21][C:16]1([CH3:22])[C:17]([CH3:20])([CH3:19])[O:18][B:14]([C:2]2[CH:9]=[CH:8][C:7]([C:10]([F:13])([F:12])[F:11])=[CH:6][C:3]=2[CH:4]=[O:5])[O:15]1.